This data is from Forward reaction prediction with 1.9M reactions from USPTO patents (1976-2016). The task is: Predict the product of the given reaction. (1) Given the reactants [Cl:1][C:2]1[C:7]([C:8]#[N:9])=[CH:6][N:5]=[C:4]2[NH:10][CH:11]=[C:12]([C:13](=[O:25])[C:14]3[C:19]([F:20])=[CH:18][CH:17]=[C:16]([N+:21]([O-])=O)[C:15]=3[F:24])[C:3]=12.[Sn](Cl)Cl.O.C(=O)(O)[O-].[Na+], predict the reaction product. The product is: [NH2:21][C:16]1[C:15]([F:24])=[C:14]([C:19]([F:20])=[CH:18][CH:17]=1)[C:13]([C:12]1[C:3]2[C:4](=[N:5][CH:6]=[C:7]([C:8]#[N:9])[C:2]=2[Cl:1])[NH:10][CH:11]=1)=[O:25]. (2) Given the reactants [C:1]([CH2:3][NH:4][C:5]([C:7]1[S:8][C:9]([CH:12]([S:17][C:18]2[CH:23]=[C:22]([CH3:24])[C:21]([C:25]3[CH:30]=[CH:29][C:28]([C:31]([CH3:34])([CH3:33])[CH3:32])=[CH:27][CH:26]=3)=[C:20]([CH3:35])[CH:19]=2)[C:13]([CH3:16])([CH3:15])[CH3:14])=[CH:10][CH:11]=1)=[O:6])#[N:2].Cl.C(N(CC)CC)C.[N-:44]=[N+:45]=[N-:46].[Na+].N#N, predict the reaction product. The product is: [N:2]1[NH:44][N:45]=[N:46][C:1]=1[CH2:3][NH:4][C:5]([C:7]1[S:8][C:9]([CH:12]([S:17][C:18]2[CH:23]=[C:22]([CH3:24])[C:21]([C:25]3[CH:30]=[CH:29][C:28]([C:31]([CH3:34])([CH3:33])[CH3:32])=[CH:27][CH:26]=3)=[C:20]([CH3:35])[CH:19]=2)[C:13]([CH3:14])([CH3:15])[CH3:16])=[CH:10][CH:11]=1)=[O:6]. (3) Given the reactants Cl[C:2]1[C:11]2[C:6](=[CH:7][C:8]([F:21])=[C:9]([O:12][CH2:13][CH2:14][N:15]3[CH2:20][CH2:19][O:18][CH2:17][CH2:16]3)[CH:10]=2)[N:5]=[CH:4][C:3]=1[C:22]#[N:23].[Cl:24][C:25]1[CH:31]=[C:30]([Cl:32])[C:29]([O:33][CH3:34])=[CH:28][C:26]=1[NH2:27].Cl.N1C=CC=CC=1, predict the reaction product. The product is: [Cl:24][C:25]1[CH:31]=[C:30]([Cl:32])[C:29]([O:33][CH3:34])=[CH:28][C:26]=1[NH:27][C:2]1[C:11]2[C:6](=[CH:7][C:8]([F:21])=[C:9]([O:12][CH2:13][CH2:14][N:15]3[CH2:20][CH2:19][O:18][CH2:17][CH2:16]3)[CH:10]=2)[N:5]=[CH:4][C:3]=1[C:22]#[N:23]. (4) Given the reactants [CH3:1][C:2]1[N:6]([CH2:7][CH2:8][CH2:9][NH2:10])[CH:5]=[N:4][CH:3]=1.[CH:11](=[O:18])C1C=CC=CC=1.[CH2:19]([N+]#[C-])[C:20]1[CH:25]=[CH:24][CH:23]=[CH:22][CH:21]=1.[O:28]([C:30]#[N:31])[K], predict the reaction product. The product is: [CH3:1][C:2]1[N:6]([CH2:7][CH2:8][CH2:9][N:10]2[CH:19]([C:20]3[CH:21]=[CH:22][CH:23]=[CH:24][CH:25]=3)[C:30](=[O:28])[NH:31][C:11]2=[O:18])[CH:5]=[N:4][CH:3]=1. (5) Given the reactants [C:1]([C:3]1[C:4]([S:22][CH:23]([C:28]2[CH:33]=[CH:32][CH:31]=[CH:30][CH:29]=2)[C:24]([O:26]C)=[O:25])=[N:5][C:6]([C:17]2[S:18][CH:19]=[CH:20][CH:21]=2)=[CH:7][C:8]=1[C:9]1[CH:14]=[CH:13][C:12]([O:15][CH3:16])=[CH:11][CH:10]=1)#[N:2].[OH-].[Na+], predict the reaction product. The product is: [C:1]([C:3]1[C:4]([S:22][CH:23]([C:28]2[CH:33]=[CH:32][CH:31]=[CH:30][CH:29]=2)[C:24]([OH:26])=[O:25])=[N:5][C:6]([C:17]2[S:18][CH:19]=[CH:20][CH:21]=2)=[CH:7][C:8]=1[C:9]1[CH:10]=[CH:11][C:12]([O:15][CH3:16])=[CH:13][CH:14]=1)#[N:2]. (6) The product is: [F:13][C:4]1[CH:3]=[C:2]([S:15]([CH3:14])(=[O:17])=[O:16])[CH:11]=[C:10]([OH:12])[C:5]=1[C:6]([O:8][CH3:9])=[O:7]. Given the reactants Br[C:2]1[CH:11]=[C:10]([OH:12])[C:5]([C:6]([O:8][CH3:9])=[O:7])=[C:4]([F:13])[CH:3]=1.[CH3:14][S:15]([O-:17])=[O:16].[Na+].N1CCC[C@H]1C(O)=O.C([O-])([O-])=O.[K+].[K+], predict the reaction product. (7) Given the reactants [F:1][C:2]1[CH:7]=[CH:6][CH:5]=[C:4]([F:8])[C:3]=1[N:9]1[C:14]2[N:15]=[C:16]([NH:27][CH2:28][CH2:29][C:30]([NH:32][OH:33])=[NH:31])[N:17]=[C:18]([C:19]3[CH:24]=[CH:23][C:22]([F:25])=[CH:21][C:20]=3[CH3:26])[C:13]=2[CH:12]=[CH:11][C:10]1=[O:34].N1C=CC=CC=1.Cl[C:42](OCC(CC)CCCC)=[O:43], predict the reaction product. The product is: [F:1][C:2]1[CH:7]=[CH:6][CH:5]=[C:4]([F:8])[C:3]=1[N:9]1[C:14]2[N:15]=[C:16]([NH:27][CH2:28][CH2:29][C:30]3[NH:31][C:42](=[O:43])[O:33][N:32]=3)[N:17]=[C:18]([C:19]3[CH:24]=[CH:23][C:22]([F:25])=[CH:21][C:20]=3[CH3:26])[C:13]=2[CH:12]=[CH:11][C:10]1=[O:34]. (8) The product is: [Cl:1][C:2]1[CH:3]=[N:4][CH:5]=[C:6]([Cl:20])[C:7]=1[S:8][C:9]1[S:13][C:12]([C:14]([NH:21][CH2:22][CH2:23][C:24]2[CH:29]=[CH:28][CH:27]=[CH:26][N:25]=2)=[O:15])=[CH:11][C:10]=1[N+:17]([O-:19])=[O:18]. Given the reactants [Cl:1][C:2]1[CH:3]=[N:4][CH:5]=[C:6]([Cl:20])[C:7]=1[S:8][C:9]1[S:13][C:12]([C:14](Cl)=[O:15])=[CH:11][C:10]=1[N+:17]([O-:19])=[O:18].[NH2:21][CH2:22][CH2:23][C:24]1[CH:29]=[CH:28][CH:27]=[CH:26][N:25]=1, predict the reaction product.